From a dataset of Catalyst prediction with 721,799 reactions and 888 catalyst types from USPTO. Predict which catalyst facilitates the given reaction. (1) Reactant: CCN(C(C)C)C(C)C.[CH3:10][O:11][C:12]1[CH:13]=[CH:14][CH:15]=[C:16]2[C:21]=1[O:20][C:19](=[O:22])[C:18]([C:23]([OH:25])=O)=[CH:17]2.CN(C(ON1N=NC2C=CC=NC1=2)=[N+](C)C)C.F[P-](F)(F)(F)(F)F.[CH2:50]([N:57]1[CH:61]=[C:60]([C:62]2[CH:63]=[C:64]([NH2:68])[CH:65]=[CH:66][CH:67]=2)[CH:59]=[N:58]1)[C:51]1[CH:56]=[CH:55][CH:54]=[CH:53][CH:52]=1. Product: [CH2:50]([N:57]1[CH:61]=[C:60]([C:62]2[CH:63]=[C:64]([NH:68][C:23]([C:18]3[C:19](=[O:22])[O:20][C:21]4[C:16]([CH:17]=3)=[CH:15][CH:14]=[CH:13][C:12]=4[O:11][CH3:10])=[O:25])[CH:65]=[CH:66][CH:67]=2)[CH:59]=[N:58]1)[C:51]1[CH:52]=[CH:53][CH:54]=[CH:55][CH:56]=1. The catalyst class is: 3. (2) Reactant: [F:1][C:2]([F:11])([CH:8]([F:10])[F:9])/[CH:3]=[CH:4]/[C:5]([OH:7])=O.C(Cl)(=O)C(Cl)=O.Cl.[CH3:19][NH:20][C:21]([C:23]1[CH:28]=[C:27]([N:29]2[CH2:34][CH2:33][NH:32][CH2:31][CH2:30]2)[CH:26]=[CH:25][N:24]=1)=[O:22].C(N(C(C)C)CC)(C)C. The catalyst class is: 59. Product: [CH3:19][NH:20][C:21]([C:23]1[CH:28]=[C:27]([N:29]2[CH2:34][CH2:33][N:32]([C:5](=[O:7])/[CH:4]=[CH:3]/[C:2]([F:1])([F:11])[CH:8]([F:10])[F:9])[CH2:31][CH2:30]2)[CH:26]=[CH:25][N:24]=1)=[O:22]. (3) Reactant: Br[C:2]1[CH:7]=[CH:6][CH:5]=[C:4]([CH3:8])[CH:3]=1.[Li]CCCC.[CH:14]12[O:20][CH:19]1[CH2:18][CH2:17][CH2:16][CH2:15]2.B(F)(F)F.CCOCC.[Cl-].[NH4+]. Product: [C:4]1([CH3:8])[CH:5]=[CH:6][CH:7]=[CH:2][C:3]=1[CH:18]1[CH2:17][CH2:16][CH2:15][CH2:14][CH:19]1[OH:20]. The catalyst class is: 1. (4) Reactant: [OH:1][C@:2]1([CH3:21])[CH2:7][CH2:6][CH2:5][C@H:4]([NH:8][C:9]2[C:14]([C:15]#[N:16])=[CH:13][N:12]=[C:11](S(C)(=O)=O)[N:10]=2)[CH2:3]1.[F:22][C:23]([F:35])([CH3:34])[CH2:24][O:25][C:26]1[C:31]([CH2:32][NH2:33])=[CH:30][N:29]=[CH:28][N:27]=1.CCN(C(C)C)C(C)C. The catalyst class is: 1. Product: [F:35][C:23]([F:22])([CH3:34])[CH2:24][O:25][C:26]1[C:31]([CH2:32][NH:33][C:11]2[N:10]=[C:9]([NH:8][C@H:4]3[CH2:5][CH2:6][CH2:7][C@:2]([OH:1])([CH3:21])[CH2:3]3)[C:14]([C:15]#[N:16])=[CH:13][N:12]=2)=[CH:30][N:29]=[CH:28][N:27]=1. (5) Reactant: Cl.[CH2:2]([C:6]1[CH:11]=[CH:10][C:9]([C:12]2[CH:17]=[CH:16][CH:15]=[C:14]([NH2:18])[C:13]=2[F:19])=[CH:8][CH:7]=1)[CH2:3][CH2:4][CH3:5].[N:20]([O-])=O.[Na+].[Sn](Cl)[Cl:25]. Product: [ClH:25].[CH2:2]([C:6]1[CH:11]=[CH:10][C:9]([C:12]2[CH:17]=[CH:16][CH:15]=[C:14]([NH:18][NH2:20])[C:13]=2[F:19])=[CH:8][CH:7]=1)[CH2:3][CH2:4][CH3:5]. The catalyst class is: 126. (6) Reactant: [C:1]([C:5]1[N:6]=[C:7]([C:10]([O:12]CC)=[O:11])[S:8][CH:9]=1)([CH3:4])([CH3:3])[CH3:2].[OH-].[Na+].Cl. Product: [C:1]([C:5]1[N:6]=[C:7]([C:10]([OH:12])=[O:11])[S:8][CH:9]=1)([CH3:4])([CH3:2])[CH3:3]. The catalyst class is: 5. (7) Reactant: [CH3:1][C:2]1[CH:7]=[CH:6][C:5]([S:8]([C:10]2[CH:15]=[CH:14][C:13]([CH3:16])=[CH:12][CH:11]=2)=O)=[CH:4][CH:3]=1.[Cl:17][C:18]1[CH:23]=[CH:22][C:21]([CH3:24])=[CH:20][CH:19]=1. Product: [Cl-:17].[CH3:1][C:2]1[CH:7]=[CH:6][C:5]([S+:8]([C:18]2[CH:23]=[CH:22][C:21]([CH3:24])=[CH:20][CH:19]=2)[C:10]2[CH:15]=[CH:14][C:13]([CH3:16])=[CH:12][CH:11]=2)=[CH:4][CH:3]=1. The catalyst class is: 6.